From a dataset of Tyrosyl-DNA phosphodiesterase HTS with 341,365 compounds. Binary Classification. Given a drug SMILES string, predict its activity (active/inactive) in a high-throughput screening assay against a specified biological target. (1) The molecule is Clc1ccc(NC(=O)NC(=O)c2c(F)cc(F)cc2)cc1. The result is 0 (inactive). (2) The compound is Clc1ccc(OCC(O)Cn2c3c(n(c(=O)[nH]c3=O)C)nc2SCC)cc1. The result is 0 (inactive). (3) The drug is S(=O)(=O)(N(c1ccc(OCC(=O)Nc2scc(n2)c2c(OC)ccc(OC)c2)cc1)C)c1ccc(OCC)cc1. The result is 0 (inactive). (4) The compound is s1c(C(=O)c2ccc(F)cc2)cnc1NC. The result is 0 (inactive). (5) The molecule is O1c2c(OC1)ccc(c2)C(=O)Nc1nn(Cc2cc(ccc2)C)cc1. The result is 0 (inactive). (6) The molecule is S(=O)(=O)(Nc1c(NCc2ccccc2)cc2n(c(=O)n(c2c1)C)C)c1cc(OC)c(OC)cc1. The result is 0 (inactive). (7) The drug is s1c2nc([nH]c(=O)c2c(c1C(=O)Nc1ccc(OC)cc1)C)c1cc2c(oc1=O)cc(OC)cc2. The result is 0 (inactive).